This data is from Forward reaction prediction with 1.9M reactions from USPTO patents (1976-2016). The task is: Predict the product of the given reaction. (1) Given the reactants [Br:1][C:2]1[CH:7]=[C:6]([CH3:8])[C:5]([OH:9])=[C:4]([CH3:10])[CH:3]=1.[H-].[Na+].[CH2:13](Br)[C:14]1[CH:19]=[CH:18][CH:17]=[CH:16][CH:15]=1.O, predict the reaction product. The product is: [CH2:13]([O:9][C:5]1[C:6]([CH3:8])=[CH:7][C:2]([Br:1])=[CH:3][C:4]=1[CH3:10])[C:14]1[CH:19]=[CH:18][CH:17]=[CH:16][CH:15]=1. (2) Given the reactants [Br:1]N1C(=O)CCC1=O.[C:9]([C:11]1[C:15]([Si:16]([CH3:19])([CH3:18])[CH3:17])=[CH:14][S:13][C:12]=1[C:20](=[NH:24])[N:21]([CH3:23])[CH3:22])#[N:10], predict the reaction product. The product is: [Br:1][C:14]1[S:13][C:12]([C:20](=[NH:24])[N:21]([CH3:22])[CH3:23])=[C:11]([C:9]#[N:10])[C:15]=1[Si:16]([CH3:19])([CH3:17])[CH3:18]. (3) The product is: [C:14]([O:18][C:19]([C:20]1[CH:25]=[CH:24][C:23]([Cl:26])=[C:22]([NH:27][C:3]2[C:2]([Cl:1])=[CH:12][C:6]([C:7]([O:9][CH2:10][CH3:11])=[O:8])=[CH:5][N:4]=2)[CH:21]=1)=[O:28])([CH3:17])([CH3:15])[CH3:16]. Given the reactants [Cl:1][C:2]1[C:3](Cl)=[N:4][CH:5]=[C:6]([CH:12]=1)[C:7]([O:9][CH2:10][CH3:11])=[O:8].[C:14]([O:18][C:19](=[O:28])[C:20]1[CH:25]=[CH:24][C:23]([Cl:26])=[C:22]([NH2:27])[CH:21]=1)([CH3:17])([CH3:16])[CH3:15].C(=O)([O-])[O-].[Cs+].[Cs+].C(OCC)(=O)C.O, predict the reaction product. (4) Given the reactants [C:1]([O:4][CH:5](Br)[CH:6]([S:12]([F:17])([F:16])([F:15])([F:14])[F:13])[CH2:7][CH2:8][CH2:9][CH2:10][CH3:11])(=O)C.[CH3:19][OH:20], predict the reaction product. The product is: [F:13][S:12]([F:17])([F:16])([F:15])([F:14])[CH:6]([CH2:7][CH2:8][CH2:9][CH2:10][CH3:11])[CH:5]([O:20][CH3:19])[O:4][CH3:1]. (5) Given the reactants [CH2:1]([CH:8]([C:12]([NH:14][O:15][CH2:16][C:17]1[CH:22]=[CH:21][CH:20]=[CH:19][CH:18]=1)=[O:13])[C:9]([OH:11])=[O:10])[C:2]1[CH:7]=[CH:6][CH:5]=[CH:4][CH:3]=1.O[N:24]1[C:28](=[O:29])[CH2:27][CH2:26][C:25]1=[O:30].C(Cl)CCl, predict the reaction product. The product is: [O:30]=[C:25]1[CH2:26][CH2:27][C:28](=[O:29])[N:24]1[O:10][C:9](=[O:11])[CH:8]([CH2:1][C:2]1[CH:3]=[CH:4][CH:5]=[CH:6][CH:7]=1)[C:12]([NH:14][O:15][CH2:16][C:17]1[CH:22]=[CH:21][CH:20]=[CH:19][CH:18]=1)=[O:13]. (6) Given the reactants CN(C)C=O.[CH3:6][C:7]([CH3:14])([CH2:12][OH:13])[C:8]([O:10][CH3:11])=[O:9].[H-].[Na+].[CH2:17](Br)[C:18]#[CH:19], predict the reaction product. The product is: [CH3:6][C:7]([CH3:14])([CH2:12][O:13][CH2:19][C:18]#[CH:17])[C:8]([O:10][CH3:11])=[O:9]. (7) Given the reactants [Br:1][C:2]1[CH:3]=[C:4]([C:8]2[NH:12][N:11]=[N:10][N:9]=2)[CH:5]=[CH:6][CH:7]=1.[Cl:13][C:14]1[CH:19]=[CH:18][CH:17]=[CH:16][C:15]=1[C:20](Cl)([C:27]1[CH:32]=[CH:31][CH:30]=[CH:29][CH:28]=1)[C:21]1[CH:26]=[CH:25][CH:24]=[CH:23][CH:22]=1.C(N(CC)CC)C, predict the reaction product. The product is: [Cl:13][C:14]1[CH:19]=[CH:18][CH:17]=[CH:16][C:15]=1[C:20]([C:21]1[CH:22]=[CH:23][CH:24]=[CH:25][CH:26]=1)([C:27]1[CH:32]=[CH:31][CH:30]=[CH:29][CH:28]=1)[N:9]1[C:8]([C:4]2[CH:5]=[CH:6][CH:7]=[C:2]([Br:1])[CH:3]=2)=[N:12][N:11]=[N:10]1. (8) Given the reactants [NH2:1][C:2]1[CH:3]=[C:4]([CH:29]=[CH:30][CH:31]=1)[CH2:5][C:6]1[NH:14][C:13]2[C:12](=[O:15])[N:11]([CH2:16][C:17]3[CH:22]=[CH:21][CH:20]=[CH:19][C:18]=3[F:23])[C:10](=[O:24])[N:9]([CH2:25][CH:26]3[CH2:28][CH2:27]3)[C:8]=2[N:7]=1.[Cl:32][C:33]1[N:37]([CH3:38])[N:36]=[C:35]([CH3:39])[C:34]=1[S:40](Cl)(=[O:42])=[O:41], predict the reaction product. The product is: [CH:26]1([CH2:25][N:9]2[C:8]3[N:7]=[C:6]([CH2:5][C:4]4[CH:3]=[C:2]([NH:1][S:40]([C:34]5[C:35]([CH3:39])=[N:36][N:37]([CH3:38])[C:33]=5[Cl:32])(=[O:41])=[O:42])[CH:31]=[CH:30][CH:29]=4)[NH:14][C:13]=3[C:12](=[O:15])[N:11]([CH2:16][C:17]3[CH:22]=[CH:21][CH:20]=[CH:19][C:18]=3[F:23])[C:10]2=[O:24])[CH2:28][CH2:27]1.